This data is from NCI-60 drug combinations with 297,098 pairs across 59 cell lines. The task is: Regression. Given two drug SMILES strings and cell line genomic features, predict the synergy score measuring deviation from expected non-interaction effect. (1) Drug 1: CC(CN1CC(=O)NC(=O)C1)N2CC(=O)NC(=O)C2. Drug 2: C1=NC2=C(N1)C(=S)N=C(N2)N. Cell line: NCI-H522. Synergy scores: CSS=29.2, Synergy_ZIP=-8.26, Synergy_Bliss=-1.10, Synergy_Loewe=-1.51, Synergy_HSA=1.52. (2) Drug 1: C1CN1P(=S)(N2CC2)N3CC3. Drug 2: CC1=C(C=C(C=C1)C(=O)NC2=CC(=CC(=C2)C(F)(F)F)N3C=C(N=C3)C)NC4=NC=CC(=N4)C5=CN=CC=C5. Cell line: A498. Synergy scores: CSS=2.83, Synergy_ZIP=-2.37, Synergy_Bliss=0.494, Synergy_Loewe=-3.28, Synergy_HSA=-1.36. (3) Drug 1: COC1=CC(=CC(=C1O)OC)C2C3C(COC3=O)C(C4=CC5=C(C=C24)OCO5)OC6C(C(C7C(O6)COC(O7)C8=CC=CS8)O)O. Drug 2: CN(CCCl)CCCl.Cl. Cell line: HCT116. Synergy scores: CSS=62.3, Synergy_ZIP=0.217, Synergy_Bliss=5.37, Synergy_Loewe=2.95, Synergy_HSA=6.92. (4) Drug 1: C1CCC(CC1)NC(=O)N(CCCl)N=O. Drug 2: COCCOC1=C(C=C2C(=C1)C(=NC=N2)NC3=CC=CC(=C3)C#C)OCCOC.Cl. Cell line: OVCAR-8. Synergy scores: CSS=16.2, Synergy_ZIP=-6.33, Synergy_Bliss=-3.38, Synergy_Loewe=-4.79, Synergy_HSA=-4.68.